Dataset: Catalyst prediction with 721,799 reactions and 888 catalyst types from USPTO. Task: Predict which catalyst facilitates the given reaction. (1) Reactant: Cl[C:2]1[C:11]2=[N:12][N:13](CC3C=CC(OC)=CC=3)[CH:14]=[C:10]2[C:9]2[CH:8]=[CH:7][CH:6]=[CH:5][C:4]=2[N:3]=1.[S:24]1[CH:28]=[CH:27][CH:26]=[C:25]1[CH2:29][NH2:30].Cl. Product: [S:24]1[CH:28]=[CH:27][CH:26]=[C:25]1[CH2:29][NH:30][C:2]1[C:11]2=[N:12][NH:13][CH:14]=[C:10]2[C:9]2[CH:8]=[CH:7][CH:6]=[CH:5][C:4]=2[N:3]=1. The catalyst class is: 71. (2) Reactant: [CH3:1][O:2][C:3]1[CH:11]=[C:10]2[C:6]([C:7]([C:18]([C:20]3[CH:21]=[C:22]([CH:28]=[CH:29][CH:30]=3)[C:23]([O:25][CH2:26][CH3:27])=[O:24])=O)=[C:8]([C:12]3[CH:13]=[N:14][CH:15]=[CH:16][CH:17]=3)[NH:9]2)=[CH:5][CH:4]=1.C(O)C. Product: [CH3:1][O:2][C:3]1[CH:11]=[C:10]2[C:6]([C:7]([CH2:18][C:20]3[CH:21]=[C:22]([CH:28]=[CH:29][CH:30]=3)[C:23]([O:25][CH2:26][CH3:27])=[O:24])=[C:8]([C:12]3[CH:13]=[N:14][CH:15]=[CH:16][CH:17]=3)[NH:9]2)=[CH:5][CH:4]=1. The catalyst class is: 457. (3) Reactant: [Cl:1][C:2]1[CH:7]=[CH:6][C:5]([S:8]([CH2:11][C:12]#[N:13])(=[O:10])=[O:9])=[CH:4][CH:3]=1.C(=O)([O-])[O-].[K+].[K+].[Cl:20][C:21]1[CH:22]=[C:23]([N:28]=[C:29]=[S:30])[CH:24]=[C:25]([Cl:27])[CH:26]=1.[CH3:31]I.Cl. Product: [Cl:1][C:2]1[CH:3]=[CH:4][C:5]([S:8]([C:11](=[C:29]([NH:28][C:23]2[CH:22]=[C:21]([Cl:20])[CH:26]=[C:25]([Cl:27])[CH:24]=2)[S:30][CH3:31])[C:12]#[N:13])(=[O:9])=[O:10])=[CH:6][CH:7]=1. The catalyst class is: 21. (4) Reactant: [NH2:1][C@H:2]1[CH2:7][CH2:6][C@H:5]([CH:8]([NH:23][S:24]([C:27]2[CH:32]=[CH:31][CH:30]=[CH:29][C:28]=2[N+:33]([O-:35])=[O:34])(=[O:26])=[O:25])[CH2:9][N:10]2[C:19]3[C:14](=[CH:15][CH:16]=[C:17]([C:20]#[N:21])[CH:18]=3)[CH:13]=[CH:12][C:11]2=[O:22])[CH2:4][CH2:3]1.[O:36]=[C:37]1[CH2:42][O:41][C:40]2[CH:43]=[CH:44][C:45]([CH:47]=O)=[N:46][C:39]=2[NH:38]1.CO.C(O[BH-](OC(=O)C)OC(=O)C)(=O)C.[Na+]. Product: [C:20]([C:17]1[CH:18]=[C:19]2[C:14]([CH:13]=[CH:12][C:11](=[O:22])[N:10]2[CH2:9][CH:8]([NH:23][S:24]([C:27]2[CH:32]=[CH:31][CH:30]=[CH:29][C:28]=2[N+:33]([O-:35])=[O:34])(=[O:26])=[O:25])[C@H:5]2[CH2:6][CH2:7][C@H:2]([NH:1][CH2:47][C:45]3[CH:44]=[CH:43][C:40]4[O:41][CH2:42][C:37](=[O:36])[NH:38][C:39]=4[N:46]=3)[CH2:3][CH2:4]2)=[CH:15][CH:16]=1)#[N:21]. The catalyst class is: 22.